Dataset: Full USPTO retrosynthesis dataset with 1.9M reactions from patents (1976-2016). Task: Predict the reactants needed to synthesize the given product. (1) The reactants are: [NH2:1][N:2]1[C:6]2[CH:7]=[CH:8][CH:9]=[CH:10][C:5]=2[N:4]=[C:3]1[S:11][CH2:12][C:13]1[C:18]([CH3:19])=[C:17]([O:20][CH2:21][C:22]([F:25])([F:24])[F:23])[CH:16]=[CH:15][N:14]=1.[C:26](OC(=O)C)(=[O:28])[CH3:27].N1C=CC=CC=1.C(=O)(O)[O-].[Na+]. Given the product [C:26]([NH:1][N:2]1[C:6]2[CH:7]=[CH:8][CH:9]=[CH:10][C:5]=2[N:4]=[C:3]1[S:11][CH2:12][C:13]1[C:18]([CH3:19])=[C:17]([O:20][CH2:21][C:22]([F:25])([F:24])[F:23])[CH:16]=[CH:15][N:14]=1)(=[O:28])[CH3:27], predict the reactants needed to synthesize it. (2) Given the product [Br:39][CH2:40][CH2:41][CH2:42][CH2:43][CH2:44][CH2:45][CH2:46][C:47]([NH:1][C:2]1[CH:3]=[C:4]([CH:29]=[CH:30][CH:31]=1)[C:5]([NH:7][CH2:8][C:9]1[C:10]([NH:22][CH:23]2[CH2:28][CH2:27][O:26][CH2:25][CH2:24]2)=[C:11]2[CH:19]=[N:18][N:17]([CH2:20][CH3:21])[C:12]2=[N:13][C:14]=1[CH2:15][CH3:16])=[O:6])=[O:48], predict the reactants needed to synthesize it. The reactants are: [NH2:1][C:2]1[CH:3]=[C:4]([CH:29]=[CH:30][CH:31]=1)[C:5]([NH:7][CH2:8][C:9]1[C:10]([NH:22][CH:23]2[CH2:28][CH2:27][O:26][CH2:25][CH2:24]2)=[C:11]2[CH:19]=[N:18][N:17]([CH2:20][CH3:21])[C:12]2=[N:13][C:14]=1[CH2:15][CH3:16])=[O:6].C(N(CC)CC)C.[Br:39][CH2:40][CH2:41][CH2:42][CH2:43][CH2:44][CH2:45][CH2:46][C:47](Cl)=[O:48].O. (3) Given the product [CH2:38]([N:5]1[C:6]2[C:11](=[CH:10][C:9]([F:23])=[CH:8][CH:7]=2)[N:12]([C:13](=[O:22])[C:14]2[CH:19]=[CH:18][C:17]([O:20][CH3:21])=[CH:16][CH:15]=2)[C@H:3]([CH2:1][CH3:2])[C:4]1=[O:24])[CH3:39], predict the reactants needed to synthesize it. The reactants are: [CH2:1]([C@H:3]1[N:12]([C:13](=[O:22])[C:14]2[CH:19]=[CH:18][C:17]([O:20][CH3:21])=[CH:16][CH:15]=2)[C:11]2[C:6](=[CH:7][CH:8]=[C:9]([F:23])[CH:10]=2)[NH:5][C:4]1=[O:24])[CH3:2].C(=O)([O-])[O-].[K+].[K+].C(=O)([O-])[O-].[Cs+].[Cs+].I[CH2:38][CH3:39].